From a dataset of Catalyst prediction with 721,799 reactions and 888 catalyst types from USPTO. Predict which catalyst facilitates the given reaction. (1) Reactant: [F:1][C:2]1[CH:7]=[CH:6][CH:5]=[CH:4][C:3]=1[C:8]1[N:9]=[N:10][N:11]([CH3:15])[C:12]=1[CH2:13][OH:14].[H-].[Na+].Cl[C:19]1[CH:28]=[CH:27][C:22]([C:23]([O:25][CH3:26])=[O:24])=[CH:21][N:20]=1.O. Product: [F:1][C:2]1[CH:7]=[CH:6][CH:5]=[CH:4][C:3]=1[C:8]1[N:9]=[N:10][N:11]([CH3:15])[C:12]=1[CH2:13][O:14][C:19]1[CH:28]=[CH:27][C:22]([C:23]([O:25][CH3:26])=[O:24])=[CH:21][N:20]=1. The catalyst class is: 1. (2) Reactant: [CH3:1][O:2][C:3]([C@@:5]1([F:29])[C@H:7]([C:8]2[CH:13]=[CH:12][C:11](B3OC(C)(C)C(C)(C)O3)=[CH:10][CH:9]=2)[C@H:6]1[C:23]1[CH:28]=[CH:27][CH:26]=[CH:25][CH:24]=1)=[O:4].Cl[C:31]1[N:36]=[CH:35][C:34]([F:37])=[CH:33][N:32]=1.[F-].[Cs+]. Product: [CH3:1][O:2][C:3]([C@:5]1([F:29])[C@H:6]([C:23]2[CH:24]=[CH:25][CH:26]=[CH:27][CH:28]=2)[C@H:7]1[C:8]1[CH:9]=[CH:10][C:11]([C:31]2[N:36]=[CH:35][C:34]([F:37])=[CH:33][N:32]=2)=[CH:12][CH:13]=1)=[O:4]. The catalyst class is: 117.